This data is from Drug-induced liver injury (DILI) classification data. The task is: Regression/Classification. Given a drug SMILES string, predict its toxicity properties. Task type varies by dataset: regression for continuous values (e.g., LD50, hERG inhibition percentage) or binary classification for toxic/non-toxic outcomes (e.g., AMES mutagenicity, cardiotoxicity, hepatotoxicity). Dataset: dili. (1) The drug is CC(C)(C)NC(=O)C1CN(Cc2cccnc2)CCN1CC(O)CC(Cc1ccccc1)C(=O)NC1c2ccccc2CC1O. The result is 1 (causes liver injury). (2) The molecule is O=C(c1cc(O)c(O)c(O)c1)c1ccc(O)c(O)c1O. The result is 1 (causes liver injury). (3) The drug is NCCCC(O)(P(=O)(O)O)P(=O)(O)O. The result is 0 (no liver injury).